From a dataset of Reaction yield outcomes from USPTO patents with 853,638 reactions. Predict the reaction yield, written as a fraction of the theoretical maximum amount of product (1.0 means a 100% yield; for example, 0.34 means a 34% yield). (1) The reactants are [Br:1][C:2]1[CH:3]=[CH:4][C:5]([C:8]([OH:10])=O)=[N:6][CH:7]=1.S(Cl)(Cl)=O.Cl.CN.C[CH2:19][N:20](C(C)C)C(C)C. The catalyst is C1(C)C=CC=CC=1.ClCCl. The product is [Br:1][C:2]1[CH:3]=[CH:4][C:5]([C:8]([NH:20][CH3:19])=[O:10])=[N:6][CH:7]=1. The yield is 0.630. (2) The reactants are [N+:1]([C:4]1[CH:12]=[CH:11][C:7]2[N:8]=[CH:9][S:10][C:6]=2[CH:5]=1)([O-:3])=[O:2].C[Mg+].[Br-].[CH:16](Cl)(Cl)Cl. The catalyst is C1COCC1. The product is [CH3:16][C:5]1[C:6]2[S:10][CH:9]=[N:8][C:7]=2[CH:11]=[CH:12][C:4]=1[N+:1]([O-:3])=[O:2]. The yield is 0.460.